From a dataset of Reaction yield outcomes from USPTO patents with 853,638 reactions. Predict the reaction yield, written as a fraction of the theoretical maximum amount of product (1.0 means a 100% yield; for example, 0.34 means a 34% yield). (1) The reactants are Cl[C:2]1[CH:3]=[C:4]([NH:10][C:11]2[CH:20]=[C:14]3[CH2:15][N:16]([CH3:19])[CH2:17][CH2:18][N:13]3[N:12]=2)[C:5](=[O:9])[N:6]([CH3:8])[N:7]=1.[C:21]([O:24][CH2:25][C:26]1[C:27]([N:41]2[CH2:52][CH2:51][N:50]3[C:43](=[CH:44][C:45]4[CH2:46][C:47]([CH3:54])([CH3:53])[CH2:48][C:49]=43)[C:42]2=[O:55])=[N:28][CH:29]=[CH:30][C:31]=1B1OC(C)(C)C(C)(C)O1)(=[O:23])[CH3:22].[O-]P([O-])([O-])=O.[K+].[K+].[K+].C([O-])(=O)C.[Na+]. The catalyst is C1C=CC(P(C2C=CC=CC=2)[C-]2C=CC=C2)=CC=1.C1C=CC(P(C2C=CC=CC=2)[C-]2C=CC=C2)=CC=1.Cl[Pd]Cl.[Fe+2].O.C(#N)C. The product is [C:21]([O:24][CH2:25][C:26]1[C:27]([N:41]2[CH2:52][CH2:51][N:50]3[C:43](=[CH:44][C:45]4[CH2:46][C:47]([CH3:54])([CH3:53])[CH2:48][C:49]=43)[C:42]2=[O:55])=[N:28][CH:29]=[CH:30][C:31]=1[C:2]1[CH:3]=[C:4]([NH:10][C:11]2[CH:20]=[C:14]3[CH2:15][N:16]([CH3:19])[CH2:17][CH2:18][N:13]3[N:12]=2)[C:5](=[O:9])[N:6]([CH3:8])[N:7]=1)(=[O:23])[CH3:22]. The yield is 0.380. (2) The reactants are [CH3:1][C:2]1([C:8]2[CH:13]=[C:12](Br)[CH:11]=[CH:10][C:9]=2[O:15][CH3:16])[CH2:7][CH2:6][CH2:5][CH2:4][CH2:3]1.[Li]CCCC.C([O:25][B:26](OC(C)C)[O:27]C(C)C)(C)C.Cl. The catalyst is C1COCC1.CCOCC. The product is [CH3:1][C:2]1([C:8]2[CH:13]=[C:12]([B:26]([OH:27])[OH:25])[CH:11]=[CH:10][C:9]=2[O:15][CH3:16])[CH2:7][CH2:6][CH2:5][CH2:4][CH2:3]1. The yield is 0.640. (3) The reactants are [Cl-].[N:2]1([C:11](=[O:32])[CH2:12][P+:13]([C:26]2[CH:31]=[CH:30][CH:29]=[CH:28][CH:27]=2)([C:20]2[CH:25]=[CH:24][CH:23]=[CH:22][CH:21]=2)[C:14]2[CH:19]=[CH:18][CH:17]=[CH:16][CH:15]=2)[C:10]2[C:5](=[CH:6][CH:7]=[CH:8][CH:9]=2)[CH2:4][CH2:3]1.[OH-].[Na+].C(Cl)Cl.CCOCC. The catalyst is C1(C)C=CC=CC=1. The product is [C:14]1([P:13](=[CH:12][C:11]([N:2]2[C:10]3[C:5](=[CH:6][CH:7]=[CH:8][CH:9]=3)[CH2:4][CH2:3]2)=[O:32])([C:20]2[CH:25]=[CH:24][CH:23]=[CH:22][CH:21]=2)[C:26]2[CH:27]=[CH:28][CH:29]=[CH:30][CH:31]=2)[CH:15]=[CH:16][CH:17]=[CH:18][CH:19]=1. The yield is 1.01. (4) The reactants are [C:1]([NH:9][C:10]1[CH:30]=[CH:29][N:13]([C@@H:14]2[O:28][C@H:18]([CH2:19][O:20][Si:21]([C:24]([CH3:27])([CH3:26])[CH3:25])([CH3:23])[CH3:22])[C@@H:16]([OH:17])[CH2:15]2)[C:12](=[O:31])[N:11]=1)(=[O:8])[C:2]1[CH:7]=[CH:6][CH:5]=[CH:4][CH:3]=1.[CH3:32][S:33]([CH3:35])=O.C(OC(=O)C)(=O)C.C([O-])(O)=O.[Na+]. The catalyst is CCOC(C)=O.C(O)(=O)C. The product is [C:1]([NH:9][C:10]1[CH:30]=[CH:29][N:13]([C@@H:14]2[O:28][C@H:18]([CH2:19][O:20][Si:21]([C:24]([CH3:25])([CH3:26])[CH3:27])([CH3:23])[CH3:22])[C@@H:16]([O:17][CH2:32][S:33][CH3:35])[CH2:15]2)[C:12](=[O:31])[N:11]=1)(=[O:8])[C:2]1[CH:3]=[CH:4][CH:5]=[CH:6][CH:7]=1. The yield is 0.730. (5) The reactants are [N+:1]([C:4]1[CH:5]=[C:6]([OH:10])[CH:7]=[CH:8][CH:9]=1)([O-:3])=[O:2].[CH2:11](Br)[CH:12]=[CH2:13].C(=O)([O-])[O-].[K+].[K+]. The catalyst is CC(C)=O. The product is [CH2:13]([O:10][C:6]1[CH:5]=[C:4]([N+:1]([O-:3])=[O:2])[CH:9]=[CH:8][CH:7]=1)[CH:12]=[CH2:11]. The yield is 0.990.